Dataset: Full USPTO retrosynthesis dataset with 1.9M reactions from patents (1976-2016). Task: Predict the reactants needed to synthesize the given product. (1) Given the product [CH2:1]([O:3][C:4]([C:6]1[C:7]2[O:8][C:9]3[CH:19]=[CH:18][CH:17]=[CH:16][C:10]=3[C:11]=2[CH2:12][CH2:13][N:14]([C:24](=[O:25])[C:23]2[CH:27]=[CH:28][C:29]([F:30])=[C:21]([F:20])[CH:22]=2)[CH:15]=1)=[O:5])[CH3:2], predict the reactants needed to synthesize it. The reactants are: [CH2:1]([O:3][C:4]([C:6]1[C:7]2[O:8][C:9]3[CH:19]=[CH:18][CH:17]=[CH:16][C:10]=3[C:11]=2[CH2:12][CH2:13][NH:14][CH:15]=1)=[O:5])[CH3:2].[F:20][C:21]1[CH:22]=[C:23]([CH:27]=[CH:28][C:29]=1[F:30])[C:24](Cl)=[O:25]. (2) Given the product [Na+:2].[CH3:16][O:15][C:10]1[CH:9]=[C:8]([C:6]([O-:7])=[O:5])[CH:13]=[C:12]([CH3:14])[N:11]=1, predict the reactants needed to synthesize it. The reactants are: [OH-].[Na+:2].C([O:5][C:6]([C:8]1[CH:13]=[C:12]([CH3:14])[N:11]=[C:10]([O:15][CH3:16])[CH:9]=1)=[O:7])C. (3) Given the product [Cl:31][C:27]1[CH:26]=[C:25]([S:22]([NH:21][C:18]2([C:16]([NH:15][CH:8]3[CH:7]4[CH2:6][C:5]5([C:3]([OH:4])=[O:2])[CH2:12][CH:11]([CH2:10][CH:9]3[CH2:14]5)[CH2:13]4)=[O:17])[CH2:20][CH2:19]2)(=[O:23])=[O:24])[CH:30]=[CH:29][CH:28]=1, predict the reactants needed to synthesize it. The reactants are: C[O:2][C:3]([C:5]12[CH2:14][CH:9]3[CH2:10][CH:11]([CH2:13][CH:7]([CH:8]3[NH:15][C:16]([C:18]3([NH:21][S:22]([C:25]4[CH:30]=[CH:29][CH:28]=[C:27]([Cl:31])[CH:26]=4)(=[O:24])=[O:23])[CH2:20][CH2:19]3)=[O:17])[CH2:6]1)[CH2:12]2)=[O:4].Cl. (4) Given the product [Br:37][C:38]1[S:42][C:41]([CH2:43][N:28]2[CH2:27][CH2:26][N:25]([C:30]([O:32][C:33]([CH3:35])([CH3:34])[CH3:36])=[O:31])[C@@H:24]([CH3:23])[CH2:29]2)=[CH:40][CH:39]=1, predict the reactants needed to synthesize it. The reactants are: BrC1C=C(CN2CCN(C(OC(C)(C)C)=O)[C@@H](C)C2)C=CC=1.[CH3:23][C@H:24]1[CH2:29][NH:28][CH2:27][CH2:26][N:25]1[C:30]([O:32][C:33]([CH3:36])([CH3:35])[CH3:34])=[O:31].[Br:37][C:38]1[S:42][C:41]([CH:43]=O)=[CH:40][CH:39]=1. (5) Given the product [OH:24][CH2:23][CH2:22][CH2:21][O:19][C:14]1[CH:15]=[C:16]([O:18][CH2:35][CH2:34][CH2:32][OH:33])[CH:17]=[C:12]([C:9]2[CH:8]=[CH:7][C:6]([CH2:1][CH2:2][CH2:3][CH2:4][CH3:5])=[CH:11][CH:10]=2)[CH:13]=1, predict the reactants needed to synthesize it. The reactants are: [CH2:1]([C:6]1[CH:11]=[CH:10][C:9]([C:12]2[CH:17]=[C:16]([OH:18])[CH:15]=[C:14]([OH:19])[CH:13]=2)=[CH:8][CH:7]=1)[CH2:2][CH2:3][CH2:4][CH3:5].Br[CH2:21][CH2:22][CH2:23][OH:24].C(=O)([O-])[O-].[K+].[K+].C[C:32]([CH2:34][CH3:35])=[O:33]. (6) Given the product [C:34]([O:38][C:39]([N:41]1[CH2:46][CH2:45][N:44]([C:19]2[S:20][C:16](=[CH:15][C:11]3[CH:10]=[C:9]4[C:14](=[CH:13][CH:12]=3)[N:6]([CH2:5][C:4]3[CH:24]=[CH:25][C:26]([C:28]([F:30])([F:31])[F:29])=[CH:27][C:3]=3[C:2]([F:1])([F:33])[F:32])[N:7]=[CH:8]4)[C:17](=[O:23])[N:18]=2)[CH:43]([CH2:47][OH:48])[CH2:42]1)=[O:40])([CH3:37])([CH3:36])[CH3:35], predict the reactants needed to synthesize it. The reactants are: [F:1][C:2]([F:33])([F:32])[C:3]1[CH:27]=[C:26]([C:28]([F:31])([F:30])[F:29])[CH:25]=[CH:24][C:4]=1[CH2:5][N:6]1[C:14]2[C:9](=[CH:10][C:11]([CH:15]=[C:16]3[S:20][C:19](SC)=[N:18][C:17]3=[O:23])=[CH:12][CH:13]=2)[CH:8]=[N:7]1.[C:34]([O:38][C:39]([N:41]1[CH2:46][CH2:45][NH:44][C@@H:43]([CH2:47][OH:48])[CH2:42]1)=[O:40])([CH3:37])([CH3:36])[CH3:35].